This data is from Reaction yield outcomes from USPTO patents with 853,638 reactions. The task is: Predict the reaction yield, written as a fraction of the theoretical maximum amount of product (1.0 means a 100% yield; for example, 0.34 means a 34% yield). The reactants are [Cl:1][C:2]1[CH:3]=[CH:4][C:5]([C@@:8]([NH:30][C:31]([NH:33][C@H:34]2[CH2:38][CH2:37][CH2:36][C@H:35]2[OH:39])=O)([C:16]2[CH:21]=[C:20]([O:22][C:23]([F:28])([F:27])[CH:24]([F:26])[F:25])[CH:19]=[C:18]([F:29])[CH:17]=2)[CH2:9][C:10]2[CH:15]=[CH:14][CH:13]=[CH:12][CH:11]=2)=[N:6][CH:7]=1.CCN(S(F)(F)F)CC. The catalyst is C(Cl)Cl. The product is [Cl:1][C:2]1[CH:3]=[CH:4][C:5]([C@@:8]([NH:30][C:31]2[O:39][C@H:35]3[CH2:36][CH2:37][CH2:38][C@@H:34]3[N:33]=2)([C:16]2[CH:21]=[C:20]([O:22][C:23]([F:28])([F:27])[CH:24]([F:26])[F:25])[CH:19]=[C:18]([F:29])[CH:17]=2)[CH2:9][C:10]2[CH:15]=[CH:14][CH:13]=[CH:12][CH:11]=2)=[N:6][CH:7]=1. The yield is 0.910.